This data is from Full USPTO retrosynthesis dataset with 1.9M reactions from patents (1976-2016). The task is: Predict the reactants needed to synthesize the given product. (1) Given the product [CH3:1][O:2][C:3]1[CH:4]=[CH:5][C:6]([S:9]([N:12]([C:17]2[N:22]=[C:21]([C:23]3[CH:35]=[CH:34][C:26]4[N:27]=[C:28]([NH:30][C:31](=[O:33])[CH3:32])[S:29][C:25]=4[CH:24]=3)[CH:20]=[CH:19][N:18]=2)[CH3:13])(=[O:11])=[O:10])=[CH:7][CH:8]=1, predict the reactants needed to synthesize it. The reactants are: [CH3:1][O:2][C:3]1[CH:8]=[CH:7][C:6]([S:9]([NH:12][CH3:13])(=[O:11])=[O:10])=[CH:5][CH:4]=1.[H-].[Na+].Cl[C:17]1[N:22]=[C:21]([C:23]2[CH:35]=[CH:34][C:26]3[N:27]=[C:28]([NH:30][C:31](=[O:33])[CH3:32])[S:29][C:25]=3[CH:24]=2)[CH:20]=[CH:19][N:18]=1. (2) Given the product [Cl:1][C:2]1[C:7]([O:8][CH3:9])=[CH:6][C:5]([O:10][CH3:11])=[C:4]([Cl:12])[C:3]=1[C:13]1[N:18]=[C:17]2[NH:19][N:20]=[C:21]([C:31]3[CH:32]=[C:33]4[C:28](=[CH:29][CH:30]=3)[C:27](=[O:45])[N:26]([CH:23]([CH3:25])[CH3:24])[CH2:35][CH2:34]4)[C:16]2=[CH:15][N:14]=1, predict the reactants needed to synthesize it. The reactants are: [Cl:1][C:2]1[C:7]([O:8][CH3:9])=[CH:6][C:5]([O:10][CH3:11])=[C:4]([Cl:12])[C:3]=1[C:13]1[N:18]=[C:17]2[NH:19][N:20]=[C:21](I)[C:16]2=[CH:15][N:14]=1.[CH:23]([N:26]1[CH2:35][CH2:34][C:33]2[C:28](=[CH:29][CH:30]=[C:31](B3OC(C)(C)C(C)(C)O3)[CH:32]=2)[C:27]1=[O:45])([CH3:25])[CH3:24]. (3) Given the product [CH2:1]([O:3][C:4](=[O:29])[C:5]([NH:20][C:21]1[CH:22]=[CH:23][C:24]([C:27](=[NH:28])[NH:32][OH:31])=[CH:25][CH:26]=1)([C:10]1[CH:11]=[C:12]([CH3:19])[C:13]([O:17][CH3:18])=[C:14]([CH3:16])[CH:15]=1)[C:6]([F:9])([F:8])[F:7])[CH3:2], predict the reactants needed to synthesize it. The reactants are: [CH2:1]([O:3][C:4](=[O:29])[C:5]([NH:20][C:21]1[CH:26]=[CH:25][C:24]([C:27]#[N:28])=[CH:23][CH:22]=1)([C:10]1[CH:15]=[C:14]([CH3:16])[C:13]([O:17][CH3:18])=[C:12]([CH3:19])[CH:11]=1)[C:6]([F:9])([F:8])[F:7])[CH3:2].[Cl-].[OH:31][NH3+:32].C(N(CC)CC)C.C(OCC)(=O)C. (4) The reactants are: [Br:1][C:2]1[CH:3]=[C:4]([CH:8]=[C:9]([Br:23])[C:10]=1[O:11][C:12]1[CH:17]=[CH:16][C:15]([O:18]C)=[C:14]([CH:20]([CH3:22])[CH3:21])[CH:13]=1)[C:5]([OH:7])=O.[N+:24]([C:27]1[CH:32]=[CH:31][C:30]([S:33]([NH2:36])(=[O:35])=[O:34])=[CH:29][CH:28]=1)([O-:26])=[O:25]. Given the product [Br:23][C:9]1[CH:8]=[C:4]([CH:3]=[C:2]([Br:1])[C:10]=1[O:11][C:12]1[CH:17]=[CH:16][C:15]([OH:18])=[C:14]([CH:20]([CH3:22])[CH3:21])[CH:13]=1)[C:5]([C:31]1[CH:32]=[C:27]([N+:24]([O-:26])=[O:25])[CH:28]=[CH:29][C:30]=1[S:33]([NH2:36])(=[O:34])=[O:35])=[O:7], predict the reactants needed to synthesize it. (5) Given the product [C:11]([O:15][C:16]([N:18]1[CH:24]([C:25]([F:28])([F:27])[F:26])[CH2:23][CH2:22][N:21]([C:29]2[CH:34]=[CH:33][CH:32]=[CH:31][C:30]=2[C:35]([OH:6])=[O:36])[CH2:20][CH2:19]1)=[O:17])([CH3:14])([CH3:12])[CH3:13], predict the reactants needed to synthesize it. The reactants are: Cl([O-])=O.[Na+].P([O-])(O)(O)=[O:6].[Na+].[C:11]([O:15][C:16]([N:18]1[CH:24]([C:25]([F:28])([F:27])[F:26])[CH2:23][CH2:22][N:21]([C:29]2[CH:34]=[CH:33][CH:32]=[CH:31][C:30]=2[CH:35]=[O:36])[CH2:20][CH2:19]1)=[O:17])([CH3:14])([CH3:13])[CH3:12]. (6) Given the product [CH:15]([N:8]1[CH2:7][CH2:6][C:5]2([O:4][CH2:3][CH2:2][O:1]2)[CH2:10][CH:9]1[C:11]([O:13][CH3:14])=[O:12])=[O:16], predict the reactants needed to synthesize it. The reactants are: [O:1]1[C:5]2([CH2:10][CH:9]([C:11]([O:13][CH3:14])=[O:12])[NH:8][CH2:7][CH2:6]2)[O:4][CH2:3][CH2:2]1.[CH:15](OC1C=CC([N+]([O-])=O)=CC=1)=[O:16]. (7) Given the product [CH2:13]([O:7][CH2:6][CH:1]=[CH2:8])[CH:12]=[CH2:11].[C:1]1([CH3:8])[C:6]([OH:7])=[CH:5][CH:4]=[CH:3][CH:2]=1, predict the reactants needed to synthesize it. The reactants are: [C:1]1([CH3:8])[C:6]([OH:7])=[CH:5][CH:4]=[CH:3][CH:2]=1.[H-].[Na+].[CH2:11](Br)[CH:12]=[CH2:13]. (8) The reactants are: [C:1]([O:5][C:6]([N:8]1[CH2:11][CH:10]([C:12]2[C:17]([C:18]3[CH2:19][CH2:20][O:21][CH2:22][CH:23]=3)=[N:16][CH:15]=[CH:14][N:13]=2)[CH2:9]1)=[O:7])([CH3:4])([CH3:3])[CH3:2]. Given the product [C:1]([O:5][C:6]([N:8]1[CH2:9][CH:10]([C:12]2[C:17]([CH:18]3[CH2:19][CH2:20][O:21][CH2:22][CH2:23]3)=[N:16][CH:15]=[CH:14][N:13]=2)[CH2:11]1)=[O:7])([CH3:4])([CH3:2])[CH3:3], predict the reactants needed to synthesize it.